This data is from Full USPTO retrosynthesis dataset with 1.9M reactions from patents (1976-2016). The task is: Predict the reactants needed to synthesize the given product. (1) The reactants are: C(OC([N:8]1[C:16]2[C:11](=[C:12]([O:17][CH2:18][CH2:19][N:20](C(OC(C)(C)C)=O)[CH3:21])[CH:13]=[CH:14][CH:15]=2)[CH:10]=[C:9]1[S:29]([C:32]1[CH:37]=[CH:36][CH:35]=[CH:34][CH:33]=1)(=[O:31])=[O:30])=O)(C)(C)C.[ClH:38]. Given the product [ClH:38].[C:32]1([S:29]([C:9]2[NH:8][C:16]3[C:11]([CH:10]=2)=[C:12]([O:17][CH2:18][CH2:19][NH:20][CH3:21])[CH:13]=[CH:14][CH:15]=3)(=[O:31])=[O:30])[CH:33]=[CH:34][CH:35]=[CH:36][CH:37]=1, predict the reactants needed to synthesize it. (2) Given the product [Br:18][C:2]1[CH:3]=[C:4]2[C:8](=[CH:9][CH:10]=1)[NH:7][CH:6]=[C:5]2[CH:11]1[CH2:15][C:14](=[O:16])[NH:13][C:12]1=[O:17], predict the reactants needed to synthesize it. The reactants are: F[C:2]1[CH:3]=[C:4]2[C:8](=[CH:9][CH:10]=1)[NH:7][CH:6]=[C:5]2[CH:11]1[CH2:15][C:14](=[O:16])[NH:13][C:12]1=[O:17].[Br:18]C1C=C2C(=CC=1)NC=C2.C1(=O)NC(=O)C=C1. (3) Given the product [Cl:1][C:2]1[CH:7]=[CH:6][C:5]([C@@H:8]2[O:14][CH2:13][CH2:12][N:11]([C:15]([O:17][C:18]([CH3:19])([CH3:21])[CH3:20])=[O:16])[CH2:10][C@H:9]2[CH2:22][N:23]2[CH:28]=[CH:27][CH:26]=[C:25]([C:29]([NH:36][NH2:37])=[O:31])[C:24]2=[O:33])=[CH:4][C:3]=1[F:34], predict the reactants needed to synthesize it. The reactants are: [Cl:1][C:2]1[CH:7]=[CH:6][C:5]([C@@H:8]2[O:14][CH2:13][CH2:12][N:11]([C:15]([O:17][C:18]([CH3:21])([CH3:20])[CH3:19])=[O:16])[CH2:10][C@H:9]2[CH2:22][N:23]2[CH:28]=[CH:27][CH:26]=[C:25]([C:29]([O:31]C)=O)[C:24]2=[O:33])=[CH:4][C:3]=1[F:34].O.[NH2:36][NH2:37].O. (4) The reactants are: CN1C(C2C=NC3C4C(F)=CC(C(O)(C)C)=CC=4N([C@H](C4C=CC=CC=4)C4CCOCC4)C=3C=2)=C(C)N=N1.[F:39][C:40]([F:52])([F:51])[CH2:41][CH2:42][C@H:43]([C:45]1[CH:50]=[CH:49][CH:48]=[CH:47][CH:46]=1)O.[CH3:53][N:54]1[C:58]([C:59]2[CH:71]=[N:70][C:69]3[C:68]4[CH:67]=[CH:66][CH:65]=[C:64]([S:72]([CH3:75])(=[O:74])=[O:73])[C:63]=4[NH:62][C:61]=3[CH:60]=2)=[C:57]([CH3:76])[N:56]=[N:55]1. Given the product [CH3:75][S:72]([C:64]1[C:63]2[N:62]([C@H:43]([C:45]3[CH:50]=[CH:49][CH:48]=[CH:47][CH:46]=3)[CH2:42][CH2:41][C:40]([F:52])([F:51])[F:39])[C:61]3[CH:60]=[C:59]([C:58]4[N:54]([CH3:53])[N:55]=[N:56][C:57]=4[CH3:76])[CH:71]=[N:70][C:69]=3[C:68]=2[CH:67]=[CH:66][CH:65]=1)(=[O:74])=[O:73], predict the reactants needed to synthesize it. (5) Given the product [CH3:1][O:2][C:3]([C:5]1[CH:6]=[C:7]([CH3:27])[C:8]2[O:14][C:13]3[C:15]([Cl:23])=[CH:16][C:17]([N:19]([C:30](=[O:31])[CH2:29][Cl:28])[CH2:20][CH2:21][Cl:22])=[CH:18][C:12]=3[CH2:11][S:10](=[O:24])(=[O:25])[C:9]=2[CH:26]=1)=[O:4], predict the reactants needed to synthesize it. The reactants are: [CH3:1][O:2][C:3]([C:5]1[CH:6]=[C:7]([CH3:27])[C:8]2[O:14][C:13]3[C:15]([Cl:23])=[CH:16][C:17]([NH:19][CH2:20][CH2:21][Cl:22])=[CH:18][C:12]=3[CH2:11][S:10](=[O:25])(=[O:24])[C:9]=2[CH:26]=1)=[O:4].[Cl:28][CH2:29][C:30](Cl)=[O:31]. (6) Given the product [C:20]([O:19][C:17]([NH:16][C:12]1[CH:11]=[C:10]([CH2:9][S:24][C:25]2[C:26]([C:27]([OH:29])=[O:28])=[CH:30][CH:31]=[CH:32][N:33]=2)[CH:15]=[CH:14][N:13]=1)=[O:18])([CH3:23])([CH3:22])[CH3:21], predict the reactants needed to synthesize it. The reactants are: C(N(CC)CC)C.Br[CH2:9][C:10]1[CH:15]=[CH:14][N:13]=[C:12]([NH:16][C:17]([O:19][C:20]([CH3:23])([CH3:22])[CH3:21])=[O:18])[CH:11]=1.[SH:24][C:25]1[N:33]=[CH:32][CH:31]=[CH:30][C:26]=1[C:27]([OH:29])=[O:28].C(OCC)(=O)C.